Dataset: Forward reaction prediction with 1.9M reactions from USPTO patents (1976-2016). Task: Predict the product of the given reaction. (1) Given the reactants [C:1]([OH:24])(=O)[CH2:2][CH2:3]/[CH:4]=[CH:5]\[CH2:6]/[CH:7]=[CH:8]\[CH2:9]/[CH:10]=[CH:11]\[CH2:12]/[CH:13]=[CH:14]\[CH2:15]/[CH:16]=[CH:17]\[CH2:18]/[CH:19]=[CH:20]\[CH2:21][CH3:22].C(Cl)(=O)C([Cl:28])=O, predict the reaction product. The product is: [C:1]([Cl:28])(=[O:24])[CH2:2][CH2:3]/[CH:4]=[CH:5]\[CH2:6]/[CH:7]=[CH:8]\[CH2:9]/[CH:10]=[CH:11]\[CH2:12]/[CH:13]=[CH:14]\[CH2:15]/[CH:16]=[CH:17]\[CH2:18]/[CH:19]=[CH:20]\[CH2:21][CH3:22]. (2) Given the reactants [OH-].[Na+].[Br:3][C:4]1[N:9]=[C:8]([Cl:10])[C:7]([CH2:11][C:12]#[N:13])=[CH:6][CH:5]=1.Br[CH2:15][CH2:16]Cl, predict the reaction product. The product is: [Br:3][C:4]1[N:9]=[C:8]([Cl:10])[C:7]([C:11]2([C:12]#[N:13])[CH2:16][CH2:15]2)=[CH:6][CH:5]=1. (3) Given the reactants [Br:1][C:2]1[C:10]2[C:5](=[CH:6][C:7]([CH2:14][O:15][C:16](=[O:18])[CH3:17])=[C:8]([N+:11]([O-])=O)[CH:9]=2)[N:4]([C:19]([C:32]2[CH:37]=[CH:36][CH:35]=[CH:34][CH:33]=2)([C:26]2[CH:31]=[CH:30][CH:29]=[CH:28][CH:27]=2)[C:20]2[CH:25]=[CH:24][CH:23]=[CH:22][CH:21]=2)[N:3]=1, predict the reaction product. The product is: [NH2:11][C:8]1[CH:9]=[C:10]2[C:5](=[CH:6][C:7]=1[CH2:14][O:15][C:16](=[O:18])[CH3:17])[N:4]([C:19]([C:20]1[CH:25]=[CH:24][CH:23]=[CH:22][CH:21]=1)([C:26]1[CH:27]=[CH:28][CH:29]=[CH:30][CH:31]=1)[C:32]1[CH:37]=[CH:36][CH:35]=[CH:34][CH:33]=1)[N:3]=[C:2]2[Br:1]. (4) Given the reactants [Br:1][C:2]1[CH:3]=[C:4]([CH2:9]O)[CH:5]=[CH:6][C:7]=1[Cl:8].P(Br)(Br)[Br:12], predict the reaction product. The product is: [Br:1][C:2]1[CH:3]=[C:4]([CH2:9][Br:12])[CH:5]=[CH:6][C:7]=1[Cl:8]. (5) Given the reactants [CH2:1]([O:23][C:24]1[CH:31]=[C:30]([O:32][CH2:33][CH2:34][CH2:35][CH2:36][CH2:37][CH2:38][CH2:39][CH2:40][CH2:41][CH2:42][CH2:43][CH2:44][CH2:45][CH2:46][CH2:47][CH2:48][CH2:49][CH2:50][CH2:51][CH2:52][CH2:53][CH3:54])[CH:29]=[CH:28][C:25]=1[CH:26]=[O:27])[CH2:2][CH2:3][CH2:4][CH2:5][CH2:6][CH2:7][CH2:8][CH2:9][CH2:10][CH2:11][CH2:12][CH2:13][CH2:14][CH2:15][CH2:16][CH2:17][CH2:18][CH2:19][CH2:20][CH2:21][CH3:22].[BH4-].[Na+], predict the reaction product. The product is: [CH2:1]([O:23][C:24]1[CH:31]=[C:30]([O:32][CH2:33][CH2:34][CH2:35][CH2:36][CH2:37][CH2:38][CH2:39][CH2:40][CH2:41][CH2:42][CH2:43][CH2:44][CH2:45][CH2:46][CH2:47][CH2:48][CH2:49][CH2:50][CH2:51][CH2:52][CH2:53][CH3:54])[CH:29]=[CH:28][C:25]=1[CH2:26][OH:27])[CH2:2][CH2:3][CH2:4][CH2:5][CH2:6][CH2:7][CH2:8][CH2:9][CH2:10][CH2:11][CH2:12][CH2:13][CH2:14][CH2:15][CH2:16][CH2:17][CH2:18][CH2:19][CH2:20][CH2:21][CH3:22]. (6) Given the reactants C(NC(C)C)(C)C.C([Li])CCC.[C:13]1([CH:19]2[CH2:24][CH2:23][C:22](=[O:25])[CH2:21][CH2:20]2)[CH:18]=[CH:17][CH:16]=[CH:15][CH:14]=1.C1C=CC(N([S:33]([C:36]([F:39])([F:38])[F:37])(=[O:35])=[O:34])[S:33]([C:36]([F:39])([F:38])[F:37])(=[O:35])=[O:34])=CC=1, predict the reaction product. The product is: [C:13]1([CH:19]2[CH2:24][CH2:23][C:22]([O:25][S:33]([C:36]([F:39])([F:38])[F:37])(=[O:35])=[O:34])=[CH:21][CH2:20]2)[CH:18]=[CH:17][CH:16]=[CH:15][CH:14]=1.